This data is from HIV replication inhibition screening data with 41,000+ compounds from the AIDS Antiviral Screen. The task is: Binary Classification. Given a drug SMILES string, predict its activity (active/inactive) in a high-throughput screening assay against a specified biological target. (1) The molecule is OC(c1ccsc1)c1ccsc1. The result is 0 (inactive). (2) The drug is CC(=O)c1c(C)[nH]n2ccc[n+]12. The result is 0 (inactive). (3) The compound is Cc1ccc(SSC(=S)Nc2ccccc2)cc1. The result is 0 (inactive). (4) The drug is CCOc1ccc(Nc2nc(C)c(C(=O)C=Cc3ccc(Cl)cc3Cl)s2)cc1. The result is 0 (inactive). (5) The compound is Cc1cn(C2CC(N=[N+]=[N-])C(COC(=O)CCCCCCCCCCCCl)O2)c(=O)[nH]c1=O. The result is 1 (active). (6) The drug is S=C(NN1CCOCC1)SSC(=S)NN1CCOCC1. The result is 0 (inactive). (7) The compound is C[Si](C)(C)OC1CCCC1N. The result is 0 (inactive).